This data is from Reaction yield outcomes from USPTO patents with 853,638 reactions. The task is: Predict the reaction yield, written as a fraction of the theoretical maximum amount of product (1.0 means a 100% yield; for example, 0.34 means a 34% yield). (1) The reactants are [F:1][C:2]1[CH:7]=[C:6]([O:8][C:9]([F:12])([F:11])[F:10])[CH:5]=[CH:4][C:3]=1[NH:13][N:14]=[C:15]([C:20](=[O:24])[CH2:21][O:22][CH3:23])[C:16]([O:18][CH3:19])=[O:17].[CH:25](OC(OC(C)C)N(C)C)(C)C. The catalyst is C1(C)C=CC=CC=1. The product is [F:1][C:2]1[CH:7]=[C:6]([O:8][C:9]([F:10])([F:11])[F:12])[CH:5]=[CH:4][C:3]=1[N:13]1[CH:25]=[C:21]([O:22][CH3:23])[C:20](=[O:24])[C:15]([C:16]([O:18][CH3:19])=[O:17])=[N:14]1. The yield is 0.860. (2) The reactants are [Cl:1][C:2]1[CH:21]=[CH:20][C:5]([CH2:6][N:7]([C@H:14]([CH:16]2[CH2:19][CH2:18][CH2:17]2)[CH3:15])S(C(C)(C)C)=O)=[CH:4][CH:3]=1.Cl. The catalyst is CO.O1CCOCC1. The product is [ClH:1].[Cl:1][C:2]1[CH:3]=[CH:4][C:5]([CH2:6][NH:7][C@H:14]([CH:16]2[CH2:17][CH2:18][CH2:19]2)[CH3:15])=[CH:20][CH:21]=1. The yield is 1.00. (3) The reactants are [Br:1][C:2]1[C:13]([O:14][CH3:15])=[CH:12][CH:11]=[CH:10][C:3]=1[C:4](N(OC)C)=[O:5].[CH3:16][Mg]Br.C(OCC)(=O)C.Cl. The catalyst is O1CCCC1. The product is [Br:1][C:2]1[C:13]([O:14][CH3:15])=[CH:12][CH:11]=[CH:10][C:3]=1[C:4](=[O:5])[CH3:16]. The yield is 0.900. (4) The reactants are C([O:3][CH:4](OCC)[CH2:5][O:6][C:7]1[C:14]([O:15][CH3:16])=[CH:13][C:12]([O:17][CH3:18])=[CH:11][C:8]=1[CH:9]=O)C.[BH4-].[Na+]. The catalyst is C1COCC1.CCO. The product is [CH3:18][O:17][C:12]1[CH:13]=[C:14]([O:15][CH3:16])[C:7]2[O:6][C:5]([CH2:4][OH:3])=[CH:9][C:8]=2[CH:11]=1. The yield is 0.820. (5) The reactants are [CH3:1][O:2][C:3]1[CH:4]=[CH:5][C:6]([CH:9]=O)=[CH:7][CH:8]=1.[C:11](#[N:15])[CH2:12][C:13]#[N:14].C(N(CC)CC)C.[CH3:23][N:24]1[C:28](=[O:29])[CH2:27][C:26]([CH3:30])=[N:25]1. The catalyst is C(O)C. The product is [NH2:14][C:13]1[O:29][C:28]2[N:24]([CH3:23])[N:25]=[C:26]([CH3:30])[C:27]=2[CH:9]([C:6]2[CH:7]=[CH:8][C:3]([O:2][CH3:1])=[CH:4][CH:5]=2)[C:12]=1[C:11]#[N:15]. The yield is 0.440. (6) The reactants are Br[C:2]1[CH:3]=[CH:4][C:5]([F:27])=[C:6]([CH2:8][CH2:9][N:10]2[CH2:15][CH2:14][N:13]([C:16]3[CH:25]=[CH:24][CH:23]=[C:22]4[C:17]=3[CH:18]=[CH:19][C:20]([CH3:26])=[N:21]4)[CH2:12][CH2:11]2)[CH:7]=1.[NH:28]1[CH2:32][CH2:31][NH:30][C:29]1=[O:33]. No catalyst specified. The product is [F:27][C:5]1[CH:4]=[CH:3][C:2]([N:28]2[CH2:32][CH2:31][NH:30][C:29]2=[O:33])=[CH:7][C:6]=1[CH2:8][CH2:9][N:10]1[CH2:15][CH2:14][N:13]([C:16]2[CH:25]=[CH:24][CH:23]=[C:22]3[C:17]=2[CH:18]=[CH:19][C:20]([CH3:26])=[N:21]3)[CH2:12][CH2:11]1. The yield is 0.350. (7) The catalyst is CN(C=O)C. The yield is 0.420. The product is [CH3:22][O:1][CH:2]1[CH2:7][C:6]([N+:14]([O-:16])=[O:15])([C:8]2[CH:13]=[CH:12][CH:11]=[CH:10][CH:9]=2)[CH2:5][N:4]([CH3:17])[C:3]1=[O:18]. The reactants are [OH:1][CH:2]1[CH2:7][C:6]([N+:14]([O-:16])=[O:15])([C:8]2[CH:13]=[CH:12][CH:11]=[CH:10][CH:9]=2)[CH2:5][N:4]([CH3:17])[C:3]1=[O:18].[H-].[Na+].I[CH3:22].O. (8) The reactants are Cl.[NH2:2][C:3]1[N:8]=[CH:7][C:6](/[CH:9]=[C:10](\[CH3:14])/[C:11]([OH:13])=O)=[CH:5][CH:4]=1.[CH3:15][N:16]1[C:24]2[C:19](=[CH:20][CH:21]=[CH:22][CH:23]=2)[CH:18]=[C:17]1[CH2:25][NH:26][CH3:27].C1C=CC2N(O)N=NC=2C=1.O.CCN(CC)CC.C(Cl)CCl. The catalyst is CN(C=O)C.C(Cl)Cl. The product is [NH2:2][C:3]1[N:8]=[CH:7][C:6](/[CH:9]=[C:10](\[CH3:14])/[C:11]([N:26]([CH3:27])[CH2:25][C:17]2[N:16]([CH3:15])[C:24]3[C:19]([CH:18]=2)=[CH:20][CH:21]=[CH:22][CH:23]=3)=[O:13])=[CH:5][CH:4]=1. The yield is 0.750. (9) The reactants are [F:1][C:2]1[CH:7]=[C:6](I)[CH:5]=[CH:4][C:3]=1[NH:9][C:10](=[O:12])[CH3:11].[Cu][C:14]#[N:15].O.C(O)C. The catalyst is CC(O)COC(C(C)=C)=O. The product is [C:14]([C:6]1[CH:5]=[CH:4][C:3]([NH:9][C:10](=[O:12])[CH3:11])=[C:2]([F:1])[CH:7]=1)#[N:15]. The yield is 0.750. (10) The reactants are C(O)C.[C:4]([CH2:12][C:13]#[N:14])(=O)[C:5]1[CH:10]=[CH:9][CH:8]=[CH:7][CH:6]=1.C(N(CC)CC)C.[C:22](=[N:25][OH:26])(Cl)[CH3:23]. The catalyst is [Cl-].[Na+].O.C(OCC)(=O)C. The product is [CH3:23][C:22]1[C:12]([C:13]#[N:14])=[C:4]([C:5]2[CH:10]=[CH:9][CH:8]=[CH:7][CH:6]=2)[O:26][N:25]=1. The yield is 0.720.